From a dataset of M1 muscarinic receptor antagonist screen with 61,756 compounds. Binary Classification. Given a drug SMILES string, predict its activity (active/inactive) in a high-throughput screening assay against a specified biological target. (1) The compound is Clc1cc(C(=O)NCC(N2CCN(CC2)c2ccc(F)cc2)c2cccnc2)ccc1. The result is 0 (inactive). (2) The result is 0 (inactive). The drug is O(C(C)C)c1ccc(Cc2[nH]c(cc(=O)n2)C)cc1. (3) The molecule is S=C(N1CCCC1)c1cc2OCOc2cc1. The result is 0 (inactive).